Dataset: TCR-epitope binding with 47,182 pairs between 192 epitopes and 23,139 TCRs. Task: Binary Classification. Given a T-cell receptor sequence (or CDR3 region) and an epitope sequence, predict whether binding occurs between them. The epitope is NLVPMVATV. The TCR CDR3 sequence is CATSRDKGTDTQYF. Result: 1 (the TCR binds to the epitope).